Dataset: Reaction yield outcomes from USPTO patents with 853,638 reactions. Task: Predict the reaction yield, written as a fraction of the theoretical maximum amount of product (1.0 means a 100% yield; for example, 0.34 means a 34% yield). The reactants are Cl.[NH2:2][C:3]1[C:4]([CH3:28])=[C:5]2[C:10]([NH:11][C:12]3[CH:17]=[CH:16][C:15]([O:18][C:19]4[CH:24]=[CH:23][CH:22]=[CH:21][CH:20]=4)=[CH:14][CH:13]=3)=[C:9]([C:25]#[N:26])[CH:8]=[N:7][N:6]2[CH:27]=1.[C:29]([O:33][C:34]([N:36]1[CH2:40][CH2:39][N:38]=[C:37]1SC)=[O:35])([CH3:32])([CH3:31])[CH3:30]. The catalyst is CO.C(Cl)(Cl)Cl. The product is [C:29]([O:33][C:34]([N:36]1[CH2:40][CH2:39][N:38]=[C:37]1[NH:2][C:3]1[C:4]([CH3:28])=[C:5]2[C:10]([NH:11][C:12]3[CH:13]=[CH:14][C:15]([O:18][C:19]4[CH:24]=[CH:23][CH:22]=[CH:21][CH:20]=4)=[CH:16][CH:17]=3)=[C:9]([C:25]#[N:26])[CH:8]=[N:7][N:6]2[CH:27]=1)=[O:35])([CH3:32])([CH3:30])[CH3:31]. The yield is 0.970.